From a dataset of Reaction yield outcomes from USPTO patents with 853,638 reactions. Predict the reaction yield, written as a fraction of the theoretical maximum amount of product (1.0 means a 100% yield; for example, 0.34 means a 34% yield). (1) The product is [OH:1][NH:2][C:6](=[O:5])[CH2:7][CH2:8][CH2:9][CH2:10][CH2:11][CH2:12][N:13]([C:20]1[CH:25]=[C:24]([CH3:26])[CH:23]=[CH:22][N:21]=1)[C:14]1[CH:19]=[CH:18][CH:17]=[CH:16][N:15]=1. The catalyst is CO. The reactants are [OH:1][NH2:2].C([O:5][C:6](=O)[CH2:7][CH2:8][CH2:9][CH2:10][CH2:11][CH2:12][N:13]([C:20]1[CH:25]=[C:24]([CH3:26])[CH:23]=[CH:22][N:21]=1)[C:14]1[CH:19]=[CH:18][CH:17]=[CH:16][N:15]=1)C. The yield is 0.470. (2) The reactants are [Cl:1][C:2]1[CH:7]=[C:6]([Cl:8])[C:5]([O:9][C:10]2[N:14]([CH3:15])[N:13]=[C:12]([CH3:16])[C:11]=2[CH:17]=[O:18])=[CH:4][C:3]=1/[CH:19]=[CH:20]/[C:21]([O:23]C)=[O:22].O1CCCC1.[OH-].[Na+].Cl. The catalyst is CO. The product is [Cl:1][C:2]1[CH:7]=[C:6]([Cl:8])[C:5]([O:9][C:10]2[N:14]([CH3:15])[N:13]=[C:12]([CH3:16])[C:11]=2[CH:17]=[O:18])=[CH:4][C:3]=1/[CH:19]=[CH:20]/[C:21]([OH:23])=[O:22]. The yield is 0.650.